Task: Regression. Given two drug SMILES strings and cell line genomic features, predict the synergy score measuring deviation from expected non-interaction effect.. Dataset: NCI-60 drug combinations with 297,098 pairs across 59 cell lines (1) Drug 1: CS(=O)(=O)C1=CC(=C(C=C1)C(=O)NC2=CC(=C(C=C2)Cl)C3=CC=CC=N3)Cl. Drug 2: CCN(CC)CCCC(C)NC1=C2C=C(C=CC2=NC3=C1C=CC(=C3)Cl)OC. Cell line: SNB-75. Synergy scores: CSS=21.0, Synergy_ZIP=-2.94, Synergy_Bliss=5.20, Synergy_Loewe=-24.4, Synergy_HSA=3.20. (2) Drug 1: C1=CC=C(C=C1)NC(=O)CCCCCCC(=O)NO. Drug 2: CC1C(C(CC(O1)OC2CC(CC3=C2C(=C4C(=C3O)C(=O)C5=C(C4=O)C(=CC=C5)OC)O)(C(=O)CO)O)N)O.Cl. Cell line: OVCAR-5. Synergy scores: CSS=40.5, Synergy_ZIP=-9.47, Synergy_Bliss=-4.54, Synergy_Loewe=-3.06, Synergy_HSA=-1.52.